From a dataset of Forward reaction prediction with 1.9M reactions from USPTO patents (1976-2016). Predict the product of the given reaction. Given the reactants C1(C2(C3C=CC=CC=3)OB(C)N3CCC[C@H]23)C=CC=CC=1.B.CSC.[S:26]1[CH:30]=[CH:29][C:28]2[CH:31]=[C:32]([C:35](=[O:64])[CH2:36][S:37][C@@H:38]3[C@@H:41]([C:42]4[CH:47]=[CH:46][C:45]([O:48][Si:49]([CH3:55])([CH3:54])[C:50]([CH3:53])([CH3:52])[CH3:51])=[CH:44][CH:43]=4)[N:40]([C:56]4[CH:61]=[CH:60][C:59]([I:62])=[CH:58][CH:57]=4)[C:39]3=[O:63])[CH:33]=[CH:34][C:27]1=2.O, predict the reaction product. The product is: [S:26]1[CH:30]=[CH:29][C:28]2[CH:31]=[C:32]([C@@H:35]([OH:64])[CH2:36][S:37][C@@H:38]3[C@@H:41]([C:42]4[CH:47]=[CH:46][C:45]([O:48][Si:49]([CH3:55])([CH3:54])[C:50]([CH3:53])([CH3:51])[CH3:52])=[CH:44][CH:43]=4)[N:40]([C:56]4[CH:61]=[CH:60][C:59]([I:62])=[CH:58][CH:57]=4)[C:39]3=[O:63])[CH:33]=[CH:34][C:27]1=2.